From a dataset of Forward reaction prediction with 1.9M reactions from USPTO patents (1976-2016). Predict the product of the given reaction. (1) Given the reactants Br[C:2]1[CH:7]=[CH:6][C:5]([C:8]2[N:9]([C:28]3[CH:33]=[CH:32][C:31]([Cl:34])=[CH:30][CH:29]=3)[C:10](=[O:27])[C:11]3[CH:16]=[N:15][N:14]([C:17]4[CH:18]=[C:19]([S:23]([NH2:26])(=[O:25])=[O:24])[CH:20]=[CH:21][CH:22]=4)[C:12]=3[N:13]=2)=[CH:4][CH:3]=1.[B:35]1([B:35]2[O:39][C:38]([CH3:41])([CH3:40])[C:37]([CH3:43])([CH3:42])[O:36]2)[O:39][C:38]([CH3:41])([CH3:40])[C:37]([CH3:43])([CH3:42])[O:36]1.C([O-])(=O)C.[K+], predict the reaction product. The product is: [Cl:34][C:31]1[CH:30]=[CH:29][C:28]([N:9]2[C:10](=[O:27])[C:11]3[CH:16]=[N:15][N:14]([C:17]4[CH:18]=[C:19]([S:23]([NH2:26])(=[O:24])=[O:25])[CH:20]=[CH:21][CH:22]=4)[C:12]=3[N:13]=[C:8]2[C:5]2[CH:6]=[CH:7][C:2]([B:35]3[O:39][C:38]([CH3:41])([CH3:40])[C:37]([CH3:43])([CH3:42])[O:36]3)=[CH:3][CH:4]=2)=[CH:33][CH:32]=1. (2) Given the reactants Br[C:2]1[O:3][C:4]2[C:24]([O:25]C(=O)C)=[C:23]([O:29][CH3:30])[CH:22]=[CH:21][C:5]=2[C:6]=1[C:7](=[O:20])[C:8]1[CH:13]=[C:12]([O:14][CH3:15])[C:11]([O:16][CH3:17])=[C:10]([O:18][CH3:19])[CH:9]=1.[NH2:31][C:32]1[CH:33]=[N:34][CH:35]=[CH:36][CH:37]=1, predict the reaction product. The product is: [OH:25][C:24]1[C:4]2[O:3][C:2]([NH:31][C:32]3[CH:33]=[N:34][CH:35]=[CH:36][CH:37]=3)=[C:6]([C:7]([C:8]3[CH:13]=[C:12]([O:14][CH3:15])[C:11]([O:16][CH3:17])=[C:10]([O:18][CH3:19])[CH:9]=3)=[O:20])[C:5]=2[CH:21]=[CH:22][C:23]=1[O:29][CH3:30]. (3) Given the reactants [CH3:1][C:2]([NH:4][CH2:5][C@@H:6]1[O:11][C:9](=[O:10])[N:8]([C:12]2[CH:13]=[CH:14][C:15]([N:19]3[CH2:24][CH2:23][O:22][CH2:21][CH2:20]3)=[C:16]([F:18])[CH:17]=2)[CH2:7]1)=[O:3], predict the reaction product. The product is: [CH3:1][C:2]([N:4]([CH2:5][C@@H:6]1[O:11][C:9](=[O:10])[N:8]([C:12]2[CH:13]=[CH:14][C:15]([N:19]3[CH2:24][CH2:23][O:22][CH2:21][CH2:20]3)=[C:16]([F:18])[CH:17]=2)[CH2:7]1)[CH2:5][C@@H:6]1[O:11][C:9](=[O:10])[N:8]([C:12]2[CH:13]=[CH:14][C:15]([N:19]3[CH2:24][CH2:23][O:22][CH2:21][CH2:20]3)=[C:16]([F:18])[CH:17]=2)[CH2:7]1)=[O:3]. (4) Given the reactants [C:1]([C:5]1[CH:9]=[C:8]([NH2:10])[N:7]([C:11]2[CH:16]=[C:15]([CH3:17])[CH:14]=[CH:13][C:12]=2[CH3:18])[N:6]=1)([CH3:4])([CH3:3])[CH3:2].Cl[C:20]1[C:25]([C:26]([O:28][CH2:29][CH3:30])=[O:27])=[CH:24][N:23]=[C:22]([S:31][CH3:32])[N:21]=1.C1C=CC(P(C2C(C3C(P(C4C=CC=CC=4)C4C=CC=CC=4)=CC=C4C=3C=CC=C4)=C3C(C=CC=C3)=CC=2)C2C=CC=CC=2)=CC=1.C([O-])([O-])=O.[Cs+].[Cs+], predict the reaction product. The product is: [C:1]([C:5]1[CH:9]=[C:8]([NH:10][C:24]2[C:25]([C:26]([O:28][CH2:29][CH3:30])=[O:27])=[CH:20][N:21]=[C:22]([S:31][CH3:32])[N:23]=2)[N:7]([C:11]2[CH:16]=[C:15]([CH3:17])[CH:14]=[CH:13][C:12]=2[CH3:18])[N:6]=1)([CH3:4])([CH3:3])[CH3:2]. (5) Given the reactants [NH2:1]C1N=C(C2CCN(C(=O)CN3C(C)=CC(C(F)(F)F)=N3)CC2)SC=1.C(N(C(C)C)CC)(C)C.[C:35]1([O:41][C:42](Cl)=[O:43])[CH:40]=[CH:39][CH:38]=[CH:37][CH:36]=1, predict the reaction product. The product is: [C:35]1([O:41][C:42](=[O:43])[NH2:1])[CH:40]=[CH:39][CH:38]=[CH:37][CH:36]=1. (6) Given the reactants [CH:1]1[C:6]([N+]([O-])=O)=[CH:5][CH:4]=[C:3]([Cl-]C([O-])=O)[CH:2]=1.Cl.[Cl:15][C:16]1[C:23]([F:24])=[CH:22][CH:21]=[CH:20][C:17]=1[CH2:18][NH2:19].CCN(C(C)C)C(C)C.[OH:34][CH2:35][C@@H:36]([NH:51][CH3:52])[CH2:37][CH2:38][CH2:39][N:40]1[C:48](=[O:49])C2C(=CC=CC=2)[C:41]1=[O:50].C1C[O:56][CH2:55]C1, predict the reaction product. The product is: [Cl:15][C:16]1[C:23]([F:24])=[CH:22][CH:21]=[CH:20][C:17]=1[CH2:18][NH:19][C:55](=[O:56])[N:51]([C@@H:36]([CH2:37][CH2:38][CH2:39][N:40]1[C:41](=[O:50])[C:6]2[C:1](=[CH:2][CH:3]=[CH:4][CH:5]=2)[C:48]1=[O:49])[CH2:35][OH:34])[CH3:52]. (7) Given the reactants [N+:1]([C:4]1[CH:31]=[CH:30][C:7]2[N:8]=[C:9]([C:11]3[CH:12]=[CH:13][C:14]([N:17]4[CH2:22][CH2:21][N:20]([C:23](OC(C)(C)C)=O)[CH2:19][CH2:18]4)=[N:15][CH:16]=3)[S:10][C:6]=2[CH:5]=1)([O-:3])=[O:2].[C:32]([OH:38])([C:34]([F:37])([F:36])[F:35])=[O:33].CO, predict the reaction product. The product is: [F:35][C:34]([F:37])([F:36])[C:32]([OH:38])=[O:33].[CH3:23][N:20]1[CH2:19][CH2:18][N:17]([C:14]2[N:15]=[CH:16][C:11]([C:9]3[S:10][C:6]4[CH:5]=[C:4]([N+:1]([O-:3])=[O:2])[CH:31]=[CH:30][C:7]=4[N:8]=3)=[CH:12][CH:13]=2)[CH2:22][CH2:21]1. (8) Given the reactants C(N(CC)CC)C.S(Cl)(C)(=O)=O.[CH3:13][O:14][C:15]([CH:17]1[CH:21]([C@@H:22]([CH3:25])[CH2:23]O)[CH2:20][N:19]([C:26]([O:28][CH2:29][C:30]2[CH:35]=[CH:34][CH:33]=[CH:32][CH:31]=2)=[O:27])[CH2:18]1)=[O:16].C(O)(=O)CC(CC(O)=O)(C(O)=O)O.[I-:49].[Na+], predict the reaction product. The product is: [CH3:13][O:14][C:15]([CH:17]1[CH:21]([C@@H:22]([CH3:25])[CH2:23][I:49])[CH2:20][N:19]([C:26]([O:28][CH2:29][C:30]2[CH:35]=[CH:34][CH:33]=[CH:32][CH:31]=2)=[O:27])[CH2:18]1)=[O:16]. (9) Given the reactants C([O:8][C:9]1[CH:14]=[CH:13][C:12]([C:15]2[S:19][C:18]([N:20]3[CH2:23][C:22]4([CH2:28][CH2:27][N:26]([C:29]([O:31][C:32]([CH3:35])([CH3:34])[CH3:33])=[O:30])[CH2:25][CH2:24]4)[CH2:21]3)=[N:17][N:16]=2)=[C:11]([F:36])[C:10]=1[F:37])C1C=CC=CC=1.CCOC(C)=O.C(Cl)Cl, predict the reaction product. The product is: [F:36][C:11]1[C:10]([F:37])=[C:9]([OH:8])[CH:14]=[CH:13][C:12]=1[C:15]1[S:19][C:18]([N:20]2[CH2:23][C:22]3([CH2:28][CH2:27][N:26]([C:29]([O:31][C:32]([CH3:35])([CH3:34])[CH3:33])=[O:30])[CH2:25][CH2:24]3)[CH2:21]2)=[N:17][N:16]=1. (10) Given the reactants [F:1][C:2]1[CH:29]=[C:28]([F:30])[CH:27]=[CH:26][C:3]=1[NH:4][C:5]1[CH:17]=[C:16]([CH2:18][CH2:19][C:20]2[CH:25]=[CH:24][CH:23]=[CH:22][CH:21]=2)[CH:15]=[CH:14][C:6]=1[C:7]([O:9]C(C)(C)C)=[O:8], predict the reaction product. The product is: [F:1][C:2]1[CH:29]=[C:28]([F:30])[CH:27]=[CH:26][C:3]=1[NH:4][C:5]1[CH:17]=[C:16]([CH2:18][CH2:19][C:20]2[CH:25]=[CH:24][CH:23]=[CH:22][CH:21]=2)[CH:15]=[CH:14][C:6]=1[C:7]([OH:9])=[O:8].